From a dataset of Retrosynthesis with 50K atom-mapped reactions and 10 reaction types from USPTO. Predict the reactants needed to synthesize the given product. (1) Given the product Cc1cc(C(O)c2cc(C(F)(F)C(F)(F)F)n[nH]2)ccc1N, predict the reactants needed to synthesize it. The reactants are: Cc1cc(C(O)c2cc(C(F)(F)C(F)(F)F)n[nH]2)ccc1[N+](=O)[O-]. (2) Given the product COC(=O)c1cccc(NC(=O)c2cc3ccc(N4CCN(C)CC4)nc3[nH]c2=O)c1, predict the reactants needed to synthesize it. The reactants are: CN1CCN(c2ccc3cc(C(=O)O)c(=O)[nH]c3n2)CC1.COC(=O)c1cccc(N)c1. (3) Given the product CC(C)n1ncnc1-c1nc2c(s1)CCOc1ccc(-c3c[nH]c(=O)[nH]c3=O)cc1-2, predict the reactants needed to synthesize it. The reactants are: CC(C)n1ncnc1-c1nc2c(s1)CCOc1ccc(Br)cc1-2.O=c1[nH]cc(B(O)O)c(=O)[nH]1. (4) Given the product O=c1c(C2CCCCC2)cc(-c2ccccn2)cn1-c1ccccc1, predict the reactants needed to synthesize it. The reactants are: O=c1c(Br)cc(-c2ccccn2)cn1-c1ccccc1.[Mg+]C1CCCCC1. (5) Given the product CC(=O)N1C[C@@H](Oc2ccc(F)cc2)C[C@H]1C(=O)N1CCCN(C2CCC2)CC1, predict the reactants needed to synthesize it. The reactants are: CC(=O)Cl.O=C([C@@H]1C[C@H](Oc2ccc(F)cc2)CN1)N1CCCN(C2CCC2)CC1.